Dataset: Forward reaction prediction with 1.9M reactions from USPTO patents (1976-2016). Task: Predict the product of the given reaction. (1) Given the reactants Cl.[Cl:2][C:3]1[CH:4]=[C:5]([CH:22]=[CH:23][C:24]=1[F:25])[O:6][C:7]1[CH:12]=[CH:11][C:10]([CH2:13][CH:14]([NH2:21])[C:15]2[O:19][N:18]=[C:17]([CH3:20])[N:16]=2)=[CH:9][CH:8]=1.C(O[C:31](=[O:56])[NH:32][CH:33]([C:50]1[O:54][N:53]=[C:52]([CH3:55])[N:51]=1)[CH2:34][C:35]1[CH:40]=[CH:39][C:38]([O:41][C:42]2[CH:47]=[CH:46][C:45]([F:48])=[C:44]([Cl:49])[CH:43]=2)=[CH:37][CH:36]=1)(C)(C)C.[Cl:57][C:58]1[C:59]([O:77][CH3:78])=[C:60]([C:74](O)=[O:75])[CH:61]=[C:62]([C:64]2[CH:69]=[CH:68][C:67]([C:70]([F:73])([F:72])[F:71])=[CH:66][CH:65]=2)[CH:63]=1.COC, predict the reaction product. The product is: [Cl:2][C:3]1[CH:4]=[C:5]([CH:22]=[CH:23][C:24]=1[F:25])[O:6][C:7]1[CH:12]=[CH:11][C:10]([CH2:13][CH:14]([NH:21][C:74]([C:60]2[CH:61]=[C:62]([C:64]3[CH:65]=[CH:66][C:67]([C:70]([F:72])([F:73])[F:71])=[CH:68][CH:69]=3)[CH:63]=[C:58]([Cl:57])[C:59]=2[O:77][CH3:78])=[O:75])[C:15]2[O:19][N:18]=[C:17]([CH3:20])[N:16]=2)=[CH:9][CH:8]=1.[Cl:49][C:44]1[CH:43]=[C:42]([CH:47]=[CH:46][C:45]=1[F:48])[O:41][C:38]1[CH:39]=[CH:40][C:35]([CH2:34][CH:33]([NH:32][C:31]([C:60]2[CH:61]=[C:62]([C:64]3[CH:65]=[CH:66][C:67]([C:70]([F:73])([F:71])[F:72])=[CH:68][CH:69]=3)[CH:63]=[C:58]([Cl:57])[C:59]=2[OH:77])=[O:56])[C:50]2[O:54][N:53]=[C:52]([CH3:55])[N:51]=2)=[CH:36][CH:37]=1. (2) Given the reactants [CH3:1][CH:2]1[CH2:7][CH2:6][N:5]([C:8]([N:10]2[CH2:16][C:15]3[CH:17]=[C:18]([C:21]4[CH:22]=[C:23]([N+:28]([O-])=O)[C:24]([NH2:27])=[N:25][CH:26]=4)[CH:19]=[CH:20][C:14]=3[O:13][CH2:12][CH2:11]2)=[O:9])[CH2:4][CH2:3]1.C([O-])=O.[NH4+], predict the reaction product. The product is: [CH3:1][CH:2]1[CH2:7][CH2:6][N:5]([C:8]([N:10]2[CH2:16][C:15]3[CH:17]=[C:18]([C:21]4[CH:22]=[C:23]([NH2:28])[C:24]([NH2:27])=[N:25][CH:26]=4)[CH:19]=[CH:20][C:14]=3[O:13][CH2:12][CH2:11]2)=[O:9])[CH2:4][CH2:3]1.